Predict the reaction yield, written as a fraction of the theoretical maximum amount of product (1.0 means a 100% yield; for example, 0.34 means a 34% yield). From a dataset of Reaction yield outcomes from USPTO patents with 853,638 reactions. (1) The reactants are [CH3:1][O:2][C:3]1[CH:8]=[CH:7][C:6]([C:9]2[C:17]3[S:16][CH:15]=[CH:14][C:13]=3[CH:12]=[CH:11][CH:10]=2)=[CH:5][CH:4]=1.[Br:18]Br. The catalyst is C(Cl)Cl. The product is [Br:18][C:12]1[C:13]2[CH:14]=[CH:15][S:16][C:17]=2[C:9]([C:6]2[CH:7]=[CH:8][C:3]([O:2][CH3:1])=[CH:4][CH:5]=2)=[CH:10][CH:11]=1. The yield is 1.00. (2) The reactants are [F:1][C:2]1[CH:20]=[CH:19][C:5]([CH2:6][N:7]2[CH2:12][CH2:11][N:10]([CH2:13][C:14](OCC)=[O:15])[CH2:9][CH2:8]2)=[CH:4][CH:3]=1.[NH2:21][NH2:22]. The catalyst is CCO. The product is [F:1][C:2]1[CH:20]=[CH:19][C:5]([CH2:6][N:7]2[CH2:12][CH2:11][N:10]([CH2:13][C:14]([NH:21][NH2:22])=[O:15])[CH2:9][CH2:8]2)=[CH:4][CH:3]=1. The yield is 0.911. (3) The yield is 0.250. The reactants are Br[C:2]1[CH:9]=[CH:8][C:7]([Cl:10])=[CH:6][C:3]=1[CH:4]=O.C([NH:14][C:15](=[CH2:20])[C:16]([O:18][CH3:19])=[O:17])(=O)C. No catalyst specified. The product is [Cl:10][C:7]1[CH:6]=[C:3]2[C:2]([CH:20]=[C:15]([C:16]([O:18][CH3:19])=[O:17])[N:14]=[CH:4]2)=[CH:9][CH:8]=1. (4) The reactants are [C:1]([O:5][C:6]([NH:8][C@H:9]1[C@@H:13]([CH2:14][OH:15])[CH2:12][N:11]([C:16]([O:18][CH2:19][C:20]2[CH:25]=[CH:24][CH:23]=[CH:22][CH:21]=2)=[O:17])[CH2:10]1)=[O:7])([CH3:4])([CH3:3])[CH3:2].C(N(CC)CC)C.[CH3:33][S:34](Cl)(=[O:36])=[O:35]. The catalyst is C(Cl)Cl. The product is [C:1]([O:5][C:6]([NH:8][C@H:9]1[C@@H:13]([CH2:14][O:15][S:34]([CH3:33])(=[O:36])=[O:35])[CH2:12][N:11]([C:16]([O:18][CH2:19][C:20]2[CH:21]=[CH:22][CH:23]=[CH:24][CH:25]=2)=[O:17])[CH2:10]1)=[O:7])([CH3:4])([CH3:2])[CH3:3]. The yield is 0.970.